This data is from Forward reaction prediction with 1.9M reactions from USPTO patents (1976-2016). The task is: Predict the product of the given reaction. (1) Given the reactants [OH:1][CH2:2][C@@H:3]1[CH2:8][CH2:7][CH2:6][CH2:5][N:4]1[C:9]([C:11]1[CH:12]=[N:13][CH:14]=[CH:15][CH:16]=1)=[O:10].[OH:17][C:18]1[CH:25]=[CH:24][CH:23]=[C:22](O)[C:19]=1[CH:20]=[O:21].C1C=CC(P(C2C=CC=CC=2)C2C=CC=CC=2)=CC=1.CC(OC(/N=N/C(OC(C)C)=O)=O)C, predict the reaction product. The product is: [OH:17][C:18]1[CH:25]=[CH:24][CH:23]=[C:22]([O:1][CH2:2][C@@H:3]2[CH2:8][CH2:7][CH2:6][CH2:5][N:4]2[C:9](=[O:10])[C:11]2[CH:16]=[CH:15][CH:14]=[N:13][CH:12]=2)[C:19]=1[CH:20]=[O:21]. (2) Given the reactants [Br:1][C:2]1[CH:3]=[C:4]([OH:28])[CH:5]=[C:6]([CH2:8][NH:9][C:10]2[C:15]([Cl:16])=[CH:14][N:13]=[C:12]([NH:17][C:18]3[CH:23]=[CH:22][CH:21]=[C:20]([CH2:24][CH2:25][CH2:26]Br)[CH:19]=3)[N:11]=2)[CH:7]=1.O1CCCC1.[OH-].[Na+], predict the reaction product. The product is: [Br:1][C:2]1[CH:3]=[C:4]2[CH:5]=[C:6]([CH2:8][NH:9][C:10]3[N:11]=[C:12]([NH:17][C:18]4[CH:23]=[CH:22][CH:21]=[C:20]([CH:19]=4)[CH2:24][CH2:25][CH2:26][O:28]2)[N:13]=[CH:14][C:15]=3[Cl:16])[CH:7]=1.